This data is from Peptide-MHC class I binding affinity with 185,985 pairs from IEDB/IMGT. The task is: Regression. Given a peptide amino acid sequence and an MHC pseudo amino acid sequence, predict their binding affinity value. This is MHC class I binding data. (1) The peptide sequence is SLVSAGSGK. The MHC is HLA-A03:01 with pseudo-sequence HLA-A03:01. The binding affinity (normalized) is 0.745. (2) The peptide sequence is HLDMLRHLY. The MHC is HLA-A01:01 with pseudo-sequence HLA-A01:01. The binding affinity (normalized) is 0.859. (3) The peptide sequence is ARAAARAAL. The MHC is HLA-A03:01 with pseudo-sequence HLA-A03:01. The binding affinity (normalized) is 0. (4) The peptide sequence is NHHLKNQID. The MHC is Mamu-A07 with pseudo-sequence Mamu-A07. The binding affinity (normalized) is 0.0390. (5) The peptide sequence is ERTDLFFPV. The MHC is HLA-A02:01 with pseudo-sequence HLA-A02:01. The binding affinity (normalized) is 0.0847.